From a dataset of Reaction yield outcomes from USPTO patents with 853,638 reactions. Predict the reaction yield, written as a fraction of the theoretical maximum amount of product (1.0 means a 100% yield; for example, 0.34 means a 34% yield). The reactants are [CH2:1]([N:8]1[CH2:13][CH2:12][NH:11][CH2:10][CH2:9]1)[C:2]1[CH:7]=[CH:6][CH:5]=[CH:4][CH:3]=1.[Cl:14][C:15]1[N:20]=[CH:19][C:18]([S:21](Cl)(=[O:23])=[O:22])=[CH:17][CH:16]=1. The catalyst is C(Cl)Cl. The product is [CH2:1]([N:8]1[CH2:13][CH2:12][N:11]([S:21]([C:18]2[CH:19]=[N:20][C:15]([Cl:14])=[CH:16][CH:17]=2)(=[O:23])=[O:22])[CH2:10][CH2:9]1)[C:2]1[CH:3]=[CH:4][CH:5]=[CH:6][CH:7]=1. The yield is 0.820.